From a dataset of Reaction yield outcomes from USPTO patents with 853,638 reactions. Predict the reaction yield, written as a fraction of the theoretical maximum amount of product (1.0 means a 100% yield; for example, 0.34 means a 34% yield). The reactants are [CH3:1][N:2]([CH2:4][C:5]1[CH:6]=[CH:7][C:8]([O:35][CH2:36][CH3:37])=[C:9]([NH:11][C:12]([C@H:14]([NH:26][C:27]([N:29]2[CH2:34][CH2:33][NH:32][CH2:31][CH2:30]2)=[O:28])[C@H:15]([C:17]2[C:25]3[C:20](=[CH:21][CH:22]=[CH:23][CH:24]=3)[NH:19][CH:18]=2)[CH3:16])=[O:13])[CH:10]=1)[CH3:3].[F:38][C:39]1[CH:47]=[CH:46][C:42]([C:43](O)=[O:44])=[CH:41][CH:40]=1.CCN=C=NCCCN(C)C.C1C=CC2N(O)N=NC=2C=1.C(=O)([O-])O.[Na+]. The catalyst is C1COCC1.C(#N)C. The product is [CH3:1][N:2]([CH2:4][C:5]1[CH:6]=[CH:7][C:8]([O:35][CH2:36][CH3:37])=[C:9]([NH:11][C:12]([C@H:14]([NH:26][C:27]([N:29]2[CH2:30][CH2:31][N:32]([C:43](=[O:44])[C:42]3[CH:46]=[CH:47][C:39]([F:38])=[CH:40][CH:41]=3)[CH2:33][CH2:34]2)=[O:28])[C@H:15]([C:17]2[C:25]3[C:20](=[CH:21][CH:22]=[CH:23][CH:24]=3)[NH:19][CH:18]=2)[CH3:16])=[O:13])[CH:10]=1)[CH3:3]. The yield is 0.810.